From a dataset of Full USPTO retrosynthesis dataset with 1.9M reactions from patents (1976-2016). Predict the reactants needed to synthesize the given product. (1) Given the product [CH2:1]([C:5]1[N:6]([C:21]2[CH:26]=[CH:25][C:24]([O:27][C:28]3[CH:29]=[CH:30][C:31]([Cl:34])=[CH:32][CH:33]=3)=[CH:23][CH:22]=2)[CH:7]=[C:8]([C:10]2[CH:15]=[CH:14][C:13]([O:16][CH2:17][C@@H:18]([OH:19])[CH2:20][N:6]([CH2:7][CH3:8])[CH2:5][CH3:1])=[CH:12][CH:11]=2)[N:9]=1)[CH2:2][CH2:3][CH3:4], predict the reactants needed to synthesize it. The reactants are: [CH2:1]([C:5]1[N:6]([C:21]2[CH:26]=[CH:25][C:24]([O:27][C:28]3[CH:33]=[CH:32][C:31]([Cl:34])=[CH:30][CH:29]=3)=[CH:23][CH:22]=2)[CH:7]=[C:8]([C:10]2[CH:15]=[CH:14][C:13]([O:16][CH2:17][C@@H:18]3[CH2:20][O:19]3)=[CH:12][CH:11]=2)[N:9]=1)[CH2:2][CH2:3][CH3:4]. (2) Given the product [NH2:18][CH2:1][C:3]1[S:4][CH:5]=[C:6]([C:8]#[N:9])[CH:7]=1, predict the reactants needed to synthesize it. The reactants are: [CH:1]([C:3]1[S:4][CH:5]=[C:6]([C:8]#[N:9])[CH:7]=1)=O.C(C1SC(C#[N:18])=CC=1)=O. (3) Given the product [CH3:1][O:2][C:3]1[CH:8]=[C:7]([C:22]2[CH:31]=[CH:30][C:29]3[N:28]=[CH:27][C:26]4[N:32]([CH3:43])[C:33](=[O:42])[N:34]([C:35]5[C:36]([CH3:41])=[N:37][CH:38]=[CH:39][CH:40]=5)[C:25]=4[C:24]=3[CH:23]=2)[CH:6]=[N:5][C:4]=1[CH2:18][O:19][CH3:20], predict the reactants needed to synthesize it. The reactants are: [CH3:1][O:2][C:3]1[C:4]([CH2:18][O:19][CH3:20])=[N:5][CH:6]=[C:7](B2OC(C)(C)C(C)(C)O2)[CH:8]=1.Br[C:22]1[CH:31]=[CH:30][C:29]2[N:28]=[CH:27][C:26]3[N:32]([CH3:43])[C:33](=[O:42])[N:34]([C:35]4[C:36]([CH3:41])=[N:37][CH:38]=[CH:39][CH:40]=4)[C:25]=3[C:24]=2[CH:23]=1.